This data is from Reaction yield outcomes from USPTO patents with 853,638 reactions. The task is: Predict the reaction yield, written as a fraction of the theoretical maximum amount of product (1.0 means a 100% yield; for example, 0.34 means a 34% yield). (1) The yield is 0.100. The product is [C:17]([C:19]1[N:23]([CH3:24])[C:22]([C:2]2[CH:7]=[CH:6][C:5]([S:8]([NH:11][CH2:12][CH:13]3[CH2:15][CH2:14]3)(=[O:10])=[O:9])=[C:4]([F:16])[CH:3]=2)=[CH:21][CH:20]=1)#[N:18]. The catalyst is C1C=CC(/C=C/C(/C=C/C2C=CC=CC=2)=O)=CC=1.C1C=CC(/C=C/C(/C=C/C2C=CC=CC=2)=O)=CC=1.C1C=CC(/C=C/C(/C=C/C2C=CC=CC=2)=O)=CC=1.[Pd].[Pd]. The reactants are Br[C:2]1[CH:7]=[CH:6][C:5]([S:8]([NH:11][CH2:12][CH:13]2[CH2:15][CH2:14]2)(=[O:10])=[O:9])=[C:4]([F:16])[CH:3]=1.[C:17]([C:19]1[N:23]([CH3:24])[C:22](B(O)O)=[CH:21][CH:20]=1)#[N:18].[F-].[K+].C(P(C(C)(C)C)C(C)(C)C)(C)(C)C. (2) The reactants are Cl.[N+:2]([C:5]1[CH:12]=[CH:11][C:8]([CH2:9][NH2:10])=[CH:7][CH:6]=1)([O-:4])=[O:3].[CH3:13][C:14]([O:17][C:18](O[C:18]([O:17][C:14]([CH3:16])([CH3:15])[CH3:13])=[O:19])=[O:19])([CH3:16])[CH3:15]. The catalyst is ClCCl.C(N(CC)CC)C. The product is [N+:2]([C:5]1[CH:6]=[CH:7][C:8]([CH2:9][NH:10][C:18](=[O:19])[O:17][C:14]([CH3:16])([CH3:15])[CH3:13])=[CH:11][CH:12]=1)([O-:4])=[O:3]. The yield is 0.674. (3) The reactants are [NH:1]1[C:9]2[C:4](=[CH:5][C:6]([C:10]3[C:19]4[C:14](=[CH:15][CH:16]=[CH:17][CH:18]=4)[N:13]=[C:12]([NH:20][C:21]4[CH:29]=[CH:28][C:24]([C:25](O)=[O:26])=[CH:23][CH:22]=4)[N:11]=3)=[CH:7][CH:8]=2)[CH:3]=[CH:2]1.[CH3:30][C:31]1[CH:37]=[CH:36][CH:35]=[C:34]([CH3:38])[C:32]=1[NH2:33].CN(C(ON1N=NC2C=CC=NC1=2)=[N+](C)C)C.F[P-](F)(F)(F)(F)F.CCN(C(C)C)C(C)C. The catalyst is O.CC(N(C)C)=O. The product is [CH3:30][C:31]1[CH:37]=[CH:36][CH:35]=[C:34]([CH3:38])[C:32]=1[NH:33][C:25](=[O:26])[C:24]1[CH:23]=[CH:22][C:21]([NH:20][C:12]2[N:11]=[C:10]([C:6]3[CH:5]=[C:4]4[C:9](=[CH:8][CH:7]=3)[NH:1][CH:2]=[CH:3]4)[C:19]3[C:14](=[CH:15][CH:16]=[CH:17][CH:18]=3)[N:13]=2)=[CH:29][CH:28]=1. The yield is 0.0500. (4) The yield is 0.920. The product is [C:12]([O:16][C:17]([N:19]1[CH:23]=[CH:22][CH:21]=[C:20]1[C:2]1[CH:11]=[CH:10][C:5]([C:6]([O:8][CH3:9])=[O:7])=[CH:4][N:3]=1)=[O:18])([CH3:15])([CH3:13])[CH3:14]. The reactants are Br[C:2]1[CH:11]=[CH:10][C:5]([C:6]([O:8][CH3:9])=[O:7])=[CH:4][N:3]=1.[C:12]([O:16][C:17]([N:19]1[CH:23]=[CH:22][CH:21]=[C:20]1B(O)O)=[O:18])([CH3:15])([CH3:14])[CH3:13].C1(P(C2C=CC=CC=2)C2C=CC=CC=2)C=CC=CC=1.C(=O)([O-])[O-].[K+].[K+]. The catalyst is COCCOC.C([O-])(=O)C.[Pd+2].C([O-])(=O)C.C(OCC)(=O)C.O. (5) The reactants are [H-].[H-].[H-].[H-].[Li+].[Al+3].[CH2:7]([O:14][CH2:15][C@H:16]([CH:20]([CH3:22])[CH3:21])[C:17](O)=[O:18])[C:8]1[CH:13]=[CH:12][CH:11]=[CH:10][CH:9]=1.O.[OH-].[Na+]. The catalyst is C1COCC1. The product is [CH2:7]([O:14][CH2:15][C@H:16]([CH:20]([CH3:22])[CH3:21])[CH2:17][OH:18])[C:8]1[CH:13]=[CH:12][CH:11]=[CH:10][CH:9]=1. The yield is 0.860. (6) The reactants are [NH2:1][C:2]1[C:3]2[N:4]([C:8]([C@@H:26]3[CH2:30][CH2:29][CH2:28][N:27]3C(OCC3C=CC=CC=3)=O)=[N:9][C:10]=2[C:11]2[CH:16]=[CH:15][C:14]([C:17](=[O:25])[NH:18][C:19]3[CH:24]=[CH:23][CH:22]=[CH:21][N:20]=3)=[CH:13][CH:12]=2)[CH:5]=[CH:6][N:7]=1.Br.C(O)(=O)C. The yield is 0.580. The product is [NH2:1][C:2]1[C:3]2[N:4]([C:8]([C@@H:26]3[CH2:30][CH2:29][CH2:28][NH:27]3)=[N:9][C:10]=2[C:11]2[CH:16]=[CH:15][C:14]([C:17]([NH:18][C:19]3[CH:24]=[CH:23][CH:22]=[CH:21][N:20]=3)=[O:25])=[CH:13][CH:12]=2)[CH:5]=[CH:6][N:7]=1. The catalyst is O. (7) The reactants are [CH3:1][C:2]1[N+:7]([O-])=[C:6]2[O:9][CH2:10][CH2:11][O:12][C:5]2=[CH:4][CH:3]=1.[CH3:13][C:14]([O:16]C(C)=O)=[O:15]. No catalyst specified. The product is [C:14]([O:16][CH2:1][C:2]1[N:7]=[C:6]2[O:9][CH2:10][CH2:11][O:12][C:5]2=[CH:4][CH:3]=1)(=[O:15])[CH3:13]. The yield is 0.990. (8) The reactants are [CH:1]([C:4]1[CH:11]=[CH:10][C:7]([CH:8]=O)=[CH:6][CH:5]=1)([CH3:3])[CH3:2].[NH2:12][C:13]1[S:14][C:15]([S:18]([C:21]2[CH:26]=[CH:25][C:24]([N+:27]([O-:29])=[O:28])=[CH:23][CH:22]=2)(=[O:20])=[O:19])=[CH:16][N:17]=1.C(O[C:33](=[O:49])[C:34]([OH:48])=[CH:35][C:36]([C:38]1[CH:43]=[CH:42][C:41]([C:44]([CH3:47])([CH3:46])[CH3:45])=[CH:40][CH:39]=1)=[O:37])C. No catalyst specified. The product is [C:44]([C:41]1[CH:40]=[CH:39][C:38]([C:36]([C:35]2[CH:8]([C:7]3[CH:10]=[CH:11][C:4]([CH:1]([CH3:3])[CH3:2])=[CH:5][CH:6]=3)[N:12]([C:13]3[S:14][C:15]([S:18]([C:21]4[CH:22]=[CH:23][C:24]([N+:27]([O-:29])=[O:28])=[CH:25][CH:26]=4)(=[O:19])=[O:20])=[CH:16][N:17]=3)[C:33](=[O:49])[C:34]=2[OH:48])=[O:37])=[CH:43][CH:42]=1)([CH3:45])([CH3:46])[CH3:47]. The yield is 0.140. (9) The reactants are Cl[CH2:2][C:3]1[C:4]([S:9][CH2:10][CH:11]([CH3:13])[CH3:12])=[N:5][CH:6]=[CH:7][CH:8]=1.C([O:16][C:17](=[O:29])[CH2:18][CH2:19][C:20]1[CH:25]=[C:24]([F:26])[C:23]([OH:27])=[C:22]([F:28])[CH:21]=1)C. No catalyst specified. The product is [F:26][C:24]1[CH:25]=[C:20]([CH2:19][CH2:18][C:17]([OH:29])=[O:16])[CH:21]=[C:22]([F:28])[C:23]=1[O:27][CH2:2][C:3]1[C:4]([S:9][CH2:10][CH:11]([CH3:13])[CH3:12])=[N:5][CH:6]=[CH:7][CH:8]=1. The yield is 0.600.